Dataset: Reaction yield outcomes from USPTO patents with 853,638 reactions. Task: Predict the reaction yield, written as a fraction of the theoretical maximum amount of product (1.0 means a 100% yield; for example, 0.34 means a 34% yield). (1) The reactants are Br[C:2]1[CH:3]=[C:4]([C:14]([NH:16][CH2:17][C:18]2[C:19](=[O:26])[NH:20][C:21]([CH3:25])=[CH:22][C:23]=2[CH3:24])=[O:15])[C:5]2[CH:10]=[N:9][N:8]([CH:11]([CH3:13])[CH3:12])[C:6]=2[N:7]=1.[CH3:27][N:28]1[CH2:33][CH2:32][N:31]([C:34]2[CH:39]=[CH:38][C:37](B3OC(C)(C)C(C)(C)O3)=[CH:36][CH:35]=2)[CH2:30][CH2:29]1.C([O-])([O-])=O.[Na+].[Na+].CCOC(C)=O. The catalyst is O1CCOCC1.O.C1C=CC([P]([Pd]([P](C2C=CC=CC=2)(C2C=CC=CC=2)C2C=CC=CC=2)([P](C2C=CC=CC=2)(C2C=CC=CC=2)C2C=CC=CC=2)[P](C2C=CC=CC=2)(C2C=CC=CC=2)C2C=CC=CC=2)(C2C=CC=CC=2)C2C=CC=CC=2)=CC=1. The product is [CH3:24][C:23]1[CH:22]=[C:21]([CH3:25])[NH:20][C:19](=[O:26])[C:18]=1[CH2:17][NH:16][C:14]([C:4]1[C:5]2[CH:10]=[N:9][N:8]([CH:11]([CH3:13])[CH3:12])[C:6]=2[N:7]=[C:2]([C:37]2[CH:36]=[CH:35][C:34]([N:31]3[CH2:32][CH2:33][N:28]([CH3:27])[CH2:29][CH2:30]3)=[CH:39][CH:38]=2)[CH:3]=1)=[O:15]. The yield is 0.570. (2) The reactants are [NH2:1][C:2]1[CH:11]=[CH:10][C:9]2[C:4](=[CH:5][CH:6]=[CH:7][CH:8]=2)[C:3]=1[C:12]([O:14][CH3:15])=[O:13].[N:16]1[CH:21]=[CH:20][CH:19]=[CH:18][C:17]=1[S:22](Cl)(=[O:24])=[O:23].N1C=CC=CC=1. The catalyst is ClCCl. The product is [N:16]1[CH:21]=[CH:20][CH:19]=[CH:18][C:17]=1[S:22]([NH:1][C:2]1[CH:11]=[CH:10][C:9]2[C:4](=[CH:5][CH:6]=[CH:7][CH:8]=2)[C:3]=1[C:12]([O:14][CH3:15])=[O:13])(=[O:24])=[O:23]. The yield is 0.835. (3) The reactants are [CH3:1][O:2][C:3](=[O:15])[CH2:4][N:5]1[C:9]2[CH:10]=[CH:11][CH:12]=[CH:13][C:8]=2[O:7][C:6]1=[O:14].[Cl:16][S:17](O)(=[O:19])=[O:18]. The catalyst is C(Cl)(Cl)Cl. The product is [CH3:1][O:2][C:3](=[O:15])[CH2:4][N:5]1[C:9]2[CH:10]=[C:11]([S:17]([Cl:16])(=[O:19])=[O:18])[CH:12]=[CH:13][C:8]=2[O:7][C:6]1=[O:14]. The yield is 0.970. (4) The reactants are [CH:1](/[C:9]1[N:10]=[N:11][N:12]([C:14]2[CH:15]=[C:16]([CH:19]=[CH:20][CH:21]=2)[C:17]#[N:18])[N:13]=1)=C\C1C=CC=CC=1.CC[O:24]C(C)=O. The catalyst is ClCCl. The product is [CH:1]([C:9]1[N:10]=[N:11][N:12]([C:14]2[CH:15]=[C:16]([CH:19]=[CH:20][CH:21]=2)[C:17]#[N:18])[N:13]=1)=[O:24]. The yield is 0.917. (5) The reactants are [C:1]([O:5][C:6]([NH:8][C@@H:9]([CH2:13][C:14]1[CH:19]=[CH:18][C:17]([N+:20]([O-:22])=[O:21])=[CH:16][CH:15]=1)[C:10]([OH:12])=O)=[O:7])([CH3:4])([CH3:3])[CH3:2].C(N(CC)CC)C.ClC(OCC(C)C)=O.[N+:38](=[CH2:40])=[N-:39]. The catalyst is C1COCC1.CCOCC. The product is [C:1]([O:5][C:6](=[O:7])[NH:8][C@@H:9]([CH2:13][C:14]1[CH:19]=[CH:18][C:17]([N+:20]([O-:22])=[O:21])=[CH:16][CH:15]=1)[C:10](=[O:12])[CH:40]=[N+:38]=[N-:39])([CH3:2])([CH3:3])[CH3:4]. The yield is 0.820. (6) The reactants are [CH3:1][C:2]1([CH3:12])[O:10][CH:9]2[CH:4]([CH:5]3[CH2:11][CH:8]2[O:7][NH:6]3)[O:3]1. The catalyst is [Pd].CO. The product is [NH2:6][C@H:5]1[C@@H:4]2[O:3][C:2]([CH3:1])([CH3:12])[O:10][C@@H:9]2[C@@H:8]([OH:7])[CH2:11]1. The yield is 0.990. (7) The reactants are [CH3:1][C:2]1[N:3]=[C:4]([C:8]2[C:13]([O:14][C:15]3[C:24]4[C:19](=[CH:20][C:21]([OH:27])=[C:22]([O:25][CH3:26])[CH:23]=4)[N:18]=[CH:17][CH:16]=3)=[CH:12][C:11]([CH3:28])=[C:10]([CH3:29])[N:9]=2)[S:5][C:6]=1[CH3:7].C(=O)([O-])[O-].[K+].[K+].Br[CH2:37][CH2:38][CH2:39][OH:40]. The catalyst is CN(C)C=O. The product is [CH3:1][C:2]1[N:3]=[C:4]([C:8]2[C:13]([O:14][C:15]3[C:24]4[C:19](=[CH:20][C:21]([O:27][CH2:37][CH2:38][CH2:39][OH:40])=[C:22]([O:25][CH3:26])[CH:23]=4)[N:18]=[CH:17][CH:16]=3)=[CH:12][C:11]([CH3:28])=[C:10]([CH3:29])[N:9]=2)[S:5][C:6]=1[CH3:7]. The yield is 0.680. (8) The reactants are [CH2:1]([N:8]1[C:16]2[C:11](=[C:12]([O:17]CC3C=CC=CC=3)[CH:13]=[CH:14][CH:15]=2)[CH:10]=[C:9]1[CH3:25])[C:2]1[CH:7]=[CH:6][CH:5]=[CH:4][CH:3]=1.C(OCC)(=O)C. The catalyst is [Pd].[Hg].CO. The product is [CH2:1]([N:8]1[C:16]2[CH:15]=[CH:14][CH:13]=[C:12]([OH:17])[C:11]=2[CH:10]=[C:9]1[CH3:25])[C:2]1[CH:3]=[CH:4][CH:5]=[CH:6][CH:7]=1. The yield is 0.490. (9) The reactants are [CH2:1]([O:8][C:9]1[C:10]([C:29]([N:31]([CH2:38][CH2:39]O)[C:32]2[CH:37]=[CH:36][CH:35]=[CH:34][CH:33]=2)=[O:30])=[N:11][C:12]([CH2:16][C:17]2([C:22]3[CH:27]=[CH:26][C:25]([Cl:28])=[CH:24][CH:23]=3)[CH2:21][CH2:20][CH2:19][CH2:18]2)=[N:13][C:14]=1[OH:15])[C:2]1[CH:7]=[CH:6][CH:5]=[CH:4][CH:3]=1.C1(P(C2C=CC=CC=2)C2C=CC=CC=2)C=CC=CC=1.N(C(OC(C)C)=O)=NC(OC(C)C)=O. The catalyst is ClCCl. The product is [CH2:1]([O:8][C:9]1[C:14](=[O:15])[N:13]=[C:12]([CH2:16][C:17]2([C:22]3[CH:27]=[CH:26][C:25]([Cl:28])=[CH:24][CH:23]=3)[CH2:21][CH2:20][CH2:19][CH2:18]2)[N:11]2[CH2:39][CH2:38][N:31]([C:32]3[CH:37]=[CH:36][CH:35]=[CH:34][CH:33]=3)[C:29](=[O:30])[C:10]=12)[C:2]1[CH:7]=[CH:6][CH:5]=[CH:4][CH:3]=1. The yield is 0.914. (10) The reactants are [C:1](N)(=O)[CH2:2][CH2:3]C(N)=O.CCN([CH:15]([CH3:17])[CH3:16])C(C)C.[C:18]([O-:25])(=[O:24])[CH2:19][CH2:20][C:21]([O-:23])=[O:22].CN(C(ON1N=NC2C=CC=NC1=2)=[N+](C)C)C.F[P-](F)(F)(F)(F)F. The catalyst is CN(C=O)C.CCOC(C)=O. The product is [CH2:3]([O:22][C:21](=[O:23])[CH2:20][CH2:19][C:18]([O:25][CH2:17][CH:15]=[CH2:16])=[O:24])[CH:2]=[CH2:1]. The yield is 0.440.